This data is from Forward reaction prediction with 1.9M reactions from USPTO patents (1976-2016). The task is: Predict the product of the given reaction. (1) Given the reactants [CH2:1]([C@@H:8]1[CH2:13][N:12]([CH2:14][C:15]2[CH:20]=[CH:19][CH:18]=[CH:17][CH:16]=2)[CH2:11][CH2:10][N:9]1[C:21]([C:23]1[CH:27]=[C:26]([CH3:28])[N:25]([C:29]2[CH:34]=[CH:33][CH:32]=[C:31]([O:35][CH3:36])[C:30]=2[O:37][CH3:38])[C:24]=1[C:39]1[CH:49]=[CH:48][C:42]([O:43][CH2:44]C(O)=O)=[CH:41][CH:40]=1)=[O:22])[C:2]1[CH:7]=[CH:6][CH:5]=[CH:4][CH:3]=1.C1C=CC2N(O)N=[N:56]C=2C=1.CCN=C=NCCCN(C)C.Cl.[C:72](=[O:75])(O)[O-].[Na+], predict the reaction product. The product is: [CH2:1]([C@@H:8]1[CH2:13][N:12]([CH2:14][C:15]2[CH:20]=[CH:19][CH:18]=[CH:17][CH:16]=2)[CH2:11][CH2:10][N:9]1[C:21]([C:23]1[CH:27]=[C:26]([CH3:28])[N:25]([C:29]2[CH:34]=[CH:33][CH:32]=[C:31]([O:35][CH3:36])[C:30]=2[O:37][CH3:38])[C:24]=1[C:39]1[CH:49]=[CH:48][C:42]([O:43][CH2:44][C:72]([NH2:56])=[O:75])=[CH:41][CH:40]=1)=[O:22])[C:2]1[CH:7]=[CH:6][CH:5]=[CH:4][CH:3]=1. (2) Given the reactants I[CH:2]([O:4][C:5](=[O:15])[O:6][CH2:7][CH:8]1[CH2:12]OC(C)(C)O1)[CH3:3].[CH3:16][O:17]/[N:18]=[C:19](\[C:25]([NH:27][C@@H:28]1[C:31](=[O:32])[N:30]2[C:33]([C:42]([OH:44])=[O:43])=[C:34]([CH2:37][O:38][C:39]([NH2:41])=[O:40])[CH2:35][S:36][C@H:29]12)=[O:26])/[C:20]1[O:24][CH:23]=[CH:22][CH:21]=1.[Na].[CH3:46][C:47](N(C)C)=O, predict the reaction product. The product is: [CH:25]1[C:12]2[CH:8]([CH2:7][O:6][C:5]([O:4][CH:2]([O:43][C:42]([C:33]3[N:30]4[CH:29]([S:36][CH2:35][C:34]=3[CH2:37][O:38][C:39](=[O:40])[NH2:41])[CH:28]([NH:27][C:25](=[O:26])/[C:19](/[C:20]3[O:24][CH:23]=[CH:22][CH:21]=3)=[N:18]\[O:17][CH3:16])[C:31]4=[O:32])=[O:44])[CH3:3])=[O:15])[C:46]3[C:47](=[CH:42][CH:33]=[CH:34][CH:35]=3)[C:22]=2[CH:21]=[CH:20][CH:19]=1. (3) Given the reactants [N:1]1([C:7]2[N:15]=[C:14]([C:16]3[CH:17]=[C:18]([OH:22])[CH:19]=[N:20][CH:21]=3)[N:13]=[C:12]3[C:8]=2[N:9]=[CH:10][N:11]3[CH:23]2[CH2:28][CH2:27][NH:26][CH2:25][CH2:24]2)[CH2:6][CH2:5][O:4][CH2:3][CH2:2]1.[NH:29]1[CH:33]=[CH:32][CH:31]=[C:30]1[CH:34]=O, predict the reaction product. The product is: [N:1]1([C:7]2[N:15]=[C:14]([C:16]3[CH:17]=[C:18]([OH:22])[CH:19]=[N:20][CH:21]=3)[N:13]=[C:12]3[C:8]=2[N:9]=[CH:10][N:11]3[CH:23]2[CH2:28][CH2:27][N:26]([CH2:34][C:30]3[NH:29][CH:33]=[CH:32][CH:31]=3)[CH2:25][CH2:24]2)[CH2:2][CH2:3][O:4][CH2:5][CH2:6]1. (4) Given the reactants Br[C:2]1[C:3]([N:22]2[CH2:26][CH2:25][C@H:24]([NH:27]C(=O)OC(C)(C)C)[CH2:23]2)=[N:4][CH:5]=[C:6]([C:8](=[O:21])[NH:9][C:10]2[CH:15]=[CH:14][C:13]([O:16][C:17]([F:20])([F:19])[F:18])=[CH:12][CH:11]=2)[CH:7]=1.[CH3:35][C:36]1[N:41]=[CH:40][C:39](B(O)O)=[CH:38][CH:37]=1, predict the reaction product. The product is: [NH2:27][C@H:24]1[CH2:25][CH2:26][N:22]([C:3]2[C:2]([C:39]3[CH:40]=[N:41][C:36]([CH3:35])=[CH:37][CH:38]=3)=[CH:7][C:6]([C:8]([NH:9][C:10]3[CH:15]=[CH:14][C:13]([O:16][C:17]([F:20])([F:19])[F:18])=[CH:12][CH:11]=3)=[O:21])=[CH:5][N:4]=2)[CH2:23]1. (5) Given the reactants [BH4-].[Na+].[CH2:3]([N:10]1[CH2:15][CH2:14][C:13](=[O:16])[CH:12]([C:17]([F:20])([F:19])[F:18])[CH2:11]1)[C:4]1[CH:9]=[CH:8][CH:7]=[CH:6][CH:5]=1, predict the reaction product. The product is: [CH2:3]([N:10]1[CH2:15][CH2:14][CH:13]([OH:16])[CH:12]([C:17]([F:20])([F:18])[F:19])[CH2:11]1)[C:4]1[CH:5]=[CH:6][CH:7]=[CH:8][CH:9]=1.